Dataset: Catalyst prediction with 721,799 reactions and 888 catalyst types from USPTO. Task: Predict which catalyst facilitates the given reaction. Reactant: [F:1][C:2]1[CH:3]=[C:4]([CH2:9][C:10]([NH:12][C@H:13]([C:15]([NH:17][C@@H:18]2[C:24](=[O:25])[N:23]([CH2:26][C:27](O)=[O:28])[C:22]3[CH:30]=[CH:31][CH:32]=[CH:33][C:21]=3[O:20][C@@H:19]2[C:34]2[CH:39]=[CH:38][CH:37]=[CH:36][CH:35]=2)=[O:16])[CH3:14])=[O:11])[CH:5]=[C:6]([F:8])[CH:7]=1.[CH:41]1[CH:41]=[CH:42][C:43]2[N:48](O)N=[N:48][C:43]=2[CH:42]=1.CN1CCOCC1.N1CCC1.CCN=C=NCCCN(C)C.Cl. Product: [N:48]1([C:27](=[O:28])[CH2:26][N:23]2[C:22]3[CH:30]=[CH:31][CH:32]=[CH:33][C:21]=3[O:20][C@H:19]([C:34]3[CH:39]=[CH:38][CH:37]=[CH:36][CH:35]=3)[C@H:18]([NH:17][C:15](=[O:16])[C@H:13]([CH3:14])[NH:12][C:10](=[O:11])[CH2:9][C:4]3[CH:3]=[C:2]([F:1])[CH:7]=[C:6]([F:8])[CH:5]=3)[C:24]2=[O:25])[CH2:43][CH2:42][CH2:41]1. The catalyst class is: 91.